From a dataset of Catalyst prediction with 721,799 reactions and 888 catalyst types from USPTO. Predict which catalyst facilitates the given reaction. Reactant: [F:1][C:2]1[CH:7]=[CH:6][N:5]=[C:4]([NH:8][C:9](=[O:15])[O:10][C:11]([CH3:14])([CH3:13])[CH3:12])[CH:3]=1.[Li]CCCC.CN([CH:24]=[O:25])C. Product: [F:1][C:2]1[CH:7]=[CH:6][N:5]=[C:4]([NH:8][C:9](=[O:15])[O:10][C:11]([CH3:12])([CH3:14])[CH3:13])[C:3]=1[CH:24]=[O:25]. The catalyst class is: 1.